Dataset: Peptide-MHC class I binding affinity with 185,985 pairs from IEDB/IMGT. Task: Regression. Given a peptide amino acid sequence and an MHC pseudo amino acid sequence, predict their binding affinity value. This is MHC class I binding data. (1) The peptide sequence is SEHFSLLFL. The MHC is HLA-B15:17 with pseudo-sequence HLA-B15:17. The binding affinity (normalized) is 0.0847. (2) The peptide sequence is VILSLPRIA. The MHC is HLA-A02:01 with pseudo-sequence HLA-A02:01. The binding affinity (normalized) is 0.331.